From a dataset of Forward reaction prediction with 1.9M reactions from USPTO patents (1976-2016). Predict the product of the given reaction. The product is: [C:9]1([CH2:8][N:5]2[CH2:6][CH2:7][CH:2]([NH:1][CH2:23][C:22]3[CH:25]=[CH:26][C:19]([C:17]([O:16][CH3:15])=[O:18])=[CH:20][C:21]=3[N+:27]([O-:29])=[O:28])[CH2:3][CH2:4]2)[CH:14]=[CH:13][CH:12]=[CH:11][CH:10]=1. Given the reactants [NH2:1][CH:2]1[CH2:7][CH2:6][N:5]([CH2:8][C:9]2[CH:14]=[CH:13][CH:12]=[CH:11][CH:10]=2)[CH2:4][CH2:3]1.[CH3:15][O:16][C:17]([C:19]1[CH:26]=[CH:25][C:22]([CH:23]=O)=[C:21]([N+:27]([O-:29])=[O:28])[CH:20]=1)=[O:18].[BH4-].[Na+], predict the reaction product.